From a dataset of Reaction yield outcomes from USPTO patents with 853,638 reactions. Predict the reaction yield, written as a fraction of the theoretical maximum amount of product (1.0 means a 100% yield; for example, 0.34 means a 34% yield). (1) The reactants are [C:1]([O:5][C:6](=[O:20])[NH:7][C@@H:8]1[CH2:12][CH2:11][N:10]([C:13]2[CH:18]=[CH:17][N:16]=[C:15](Cl)[N:14]=2)[CH2:9]1)([CH3:4])([CH3:3])[CH3:2].C(N(CC)C(C)C)(C)C.[CH2:30]([NH2:34])[CH:31]([CH3:33])[CH3:32]. The catalyst is CC(O)C. The product is [C:1]([O:5][C:6](=[O:20])[NH:7][C@@H:8]1[CH2:12][CH2:11][N:10]([C:13]2[CH:18]=[CH:17][N:16]=[C:15]([NH:34][CH2:30][CH:31]([CH3:33])[CH3:32])[N:14]=2)[CH2:9]1)([CH3:4])([CH3:3])[CH3:2]. The yield is 0.800. (2) The reactants are [Cl:1][C:2]1[CH:3]=[C:4]([OH:21])[CH:5]=[C:6]2[C:11]=1[O:10][CH:9]([C:12]([F:15])([F:14])[F:13])[C:8]([C:16]([O:18][CH2:19][CH3:20])=[O:17])=[CH:7]2.C([O-])([O-])=O.[K+].[K+].[CH2:28](Br)[C:29]1[CH:34]=[CH:33][CH:32]=[CH:31][CH:30]=1.O. The catalyst is CN(C=O)C. The product is [CH2:28]([O:21][C:4]1[CH:5]=[C:6]2[C:11](=[C:2]([Cl:1])[CH:3]=1)[O:10][CH:9]([C:12]([F:15])([F:14])[F:13])[C:8]([C:16]([O:18][CH2:19][CH3:20])=[O:17])=[CH:7]2)[C:29]1[CH:34]=[CH:33][CH:32]=[CH:31][CH:30]=1. The yield is 0.875. (3) The reactants are [CH2:1]=[C:2]1[CH2:5][CH:4]([C:6]([OH:8])=[O:7])[CH2:3]1.[H-].[Na+].CN(C)C=O.[CH2:16](I)[CH2:17][CH3:18]. The catalyst is C(OCC)(=O)C. The product is [CH2:1]=[C:2]1[CH2:5][CH:4]([C:6]([O:8][CH2:16][CH2:17][CH3:18])=[O:7])[CH2:3]1. The yield is 0.660. (4) The reactants are C(OC([N:8]1[C@H:12]([C:13](=[O:25])[NH:14][C@H:15]2[C:24]3[C:19](=[CH:20][CH:21]=[CH:22][CH:23]=3)[CH2:18][CH2:17][CH2:16]2)[CH2:11][C@H:10]([NH:26][C:27]2[CH:36]=[C:35]3[C:30]([CH2:31][C@@H:32]([C:44](=[O:56])[NH:45][C@H:46]4[C:55]5[C:50](=[CH:51][CH:52]=[CH:53][CH:54]=5)[CH2:49][CH2:48][CH2:47]4)[N:33](C(OC(C)(C)C)=O)[CH2:34]3)=[CH:29][CH:28]=2)[CH2:9]1)=O)(C)(C)C.C(O)(C(F)(F)F)=O. The catalyst is C(Cl)Cl. The product is [C@H:46]1([NH:45][C:44]([C@@H:32]2[CH2:31][C:30]3[C:35](=[CH:36][C:27]([NH:26][C@H:10]4[CH2:11][C@@H:12]([C:13](=[O:25])[NH:14][C@H:15]5[C:24]6[C:19](=[CH:20][CH:21]=[CH:22][CH:23]=6)[CH2:18][CH2:17][CH2:16]5)[NH:8][CH2:9]4)=[CH:28][CH:29]=3)[CH2:34][NH:33]2)=[O:56])[C:55]2[C:50](=[CH:51][CH:52]=[CH:53][CH:54]=2)[CH2:49][CH2:48][CH2:47]1. The yield is 1.00. (5) The reactants are [NH2:1][CH2:2][CH2:3][CH2:4][CH2:5][CH2:6][CH2:7][N:8]1[CH:12]([CH:13]([C:32]2[CH:37]=[CH:36][CH:35]=[CH:34][CH:33]=2)[O:14][CH:15]([C:24]2[CH:29]=[CH:28][C:27]([O:30][CH3:31])=[CH:26][CH:25]=2)[C:16]2[CH:21]=[CH:20][C:19]([O:22][CH3:23])=[CH:18][CH:17]=2)[CH2:11][CH:10]([OH:38])[CH2:9]1.C(N([CH2:44][CH3:45])CC)C.[CH3:46][C@@H:47]([C@@H:54]1[C@@:58]2([CH3:76])[CH2:59][CH2:60][CH:61]3[C@@:66]4([CH3:75])[CH2:67][CH2:68][CH:69]([O:71][C:72](Cl)=[O:73])[CH2:70][C:65]4=[CH:64][CH2:63][CH:62]3[CH:57]2[CH2:56][CH2:55]1)CCCC(C)C.CO.C(Cl)(Cl)Cl. The catalyst is ClCCl. The product is [CH3:75][C:66]12[CH2:67][CH2:68][CH:69]([O:71][C:72](=[O:73])[NH:1][CH2:2][CH2:3][CH2:4][CH2:5][CH2:6][CH2:7][N:8]3[CH2:9][CH:10]([OH:38])[CH2:11][CH:12]3[CH:13]([C:32]3[CH:33]=[CH:34][CH:35]=[CH:36][CH:37]=3)[O:14][CH:15]([C:16]3[CH:21]=[CH:20][C:19]([O:22][CH3:23])=[CH:18][CH:17]=3)[C:24]3[CH:29]=[CH:28][C:27]([O:30][CH3:31])=[CH:26][CH:25]=3)[CH2:70][C:65]1=[CH:64][CH2:63][CH:62]1[CH:61]2[CH2:60][CH2:59][C:58]2([CH3:76])[CH:57]1[CH2:56][CH2:55][CH:54]2[CH2:47][CH2:46][CH2:2][CH2:3][CH2:4][CH2:5][CH2:44][CH3:45]. The yield is 0.370.